From a dataset of CYP3A4 inhibition data for predicting drug metabolism from PubChem BioAssay. Regression/Classification. Given a drug SMILES string, predict its absorption, distribution, metabolism, or excretion properties. Task type varies by dataset: regression for continuous measurements (e.g., permeability, clearance, half-life) or binary classification for categorical outcomes (e.g., BBB penetration, CYP inhibition). Dataset: cyp3a4_veith. (1) The result is 0 (non-inhibitor). The molecule is CC(=O)c1ccc(S(=O)(=O)NC(=O)NC2CCCCC2)cc1. (2) The drug is CSc1nc(NC2CCCC2)c([N+](=O)[O-])c(NC2CCCC2)n1. The result is 0 (non-inhibitor). (3) The compound is COc1ccc(C(=O)N2CCC3(CC2)CN(CC(C)C)C3)cc1. The result is 0 (non-inhibitor). (4) The result is 0 (non-inhibitor). The molecule is Cc1c(NC(=O)C(Sc2ccccc2)c2ccccc2)cccc1[N+](=O)[O-]. (5) The molecule is CCOc1ccccc1Nc1ccc(N)cc1S(=O)(=O)O. The result is 0 (non-inhibitor). (6) The compound is COC(=O)[C@@]1(Cc2ccccc2)[C@H]2c3cc(C(=O)N4CCCC4)n(Cc4ccccc4)c3C[C@H]2CN1C(=O)c1ccccc1. The result is 1 (inhibitor).